From a dataset of hERG potassium channel inhibition data for cardiac toxicity prediction from Karim et al.. Regression/Classification. Given a drug SMILES string, predict its toxicity properties. Task type varies by dataset: regression for continuous values (e.g., LD50, hERG inhibition percentage) or binary classification for toxic/non-toxic outcomes (e.g., AMES mutagenicity, cardiotoxicity, hepatotoxicity). Dataset: herg_karim. (1) The compound is Cn1ccc(COc2cnc3ccc(=O)n(CCN4CCC(NCc5ccc6c(n5)NC(=O)CO6)CC4)c3c2)n1. The result is 0 (non-blocker). (2) The drug is CC1(c2cccc(-c3cncnc3)c2)N=C(N)c2ccccc2S1. The result is 1 (blocker).